This data is from Reaction yield outcomes from USPTO patents with 853,638 reactions. The task is: Predict the reaction yield, written as a fraction of the theoretical maximum amount of product (1.0 means a 100% yield; for example, 0.34 means a 34% yield). The reactants are [C:1]([O:5][C:6](=[O:22])[NH:7][C@H:8]([C:19](=O)[NH2:20])[CH2:9][CH2:10][O:11][CH2:12][C:13]1[CH:18]=[CH:17][CH:16]=[CH:15][CH:14]=1)([CH3:4])([CH3:3])[CH3:2].F[B-](F)(F)F.C([O+](CC)CC)C.[F:35][C:36]1[CH:37]=[C:38]([NH:43][C:44]2[CH:49]=[CH:48][CH:47]=[CH:46][N:45]=2)[C:39](N)=[CH:40][CH:41]=1. The catalyst is C(Cl)Cl. The product is [C:1]([O:5][C:6](=[O:22])[NH:7][C@H:8]([C:19]1[N:43]([C:44]2[CH:49]=[CH:48][CH:47]=[CH:46][N:45]=2)[C:38]2[CH:37]=[C:36]([F:35])[CH:41]=[CH:40][C:39]=2[N:20]=1)[CH2:9][CH2:10][O:11][CH2:12][C:13]1[CH:18]=[CH:17][CH:16]=[CH:15][CH:14]=1)([CH3:4])([CH3:3])[CH3:2]. The yield is 0.670.